From a dataset of Buchwald-Hartwig C-N cross coupling reaction yields with 55,370 reactions. Predict the reaction yield, written as a fraction of the theoretical maximum amount of product (1.0 means a 100% yield; for example, 0.34 means a 34% yield). (1) The yield is 0.152. The product is COc1ccc(Nc2ccc(C)cc2)cc1. The reactants are COc1ccc(Br)cc1.Cc1ccc(N)cc1.O=S(=O)(O[Pd]1c2ccccc2-c2ccccc2N~1)C(F)(F)F.COc1ccc(OC)c(P(C(C)(C)C)C(C)(C)C)c1-c1c(C(C)C)cc(C(C)C)cc1C(C)C.CN(C)C(=NC(C)(C)C)N(C)C.c1ccc(-c2ccno2)cc1. No catalyst specified. (2) The reactants are COc1ccc(Cl)cc1.Cc1ccc(N)cc1.O=S(=O)(O[Pd]1c2ccccc2-c2ccccc2N~1)C(F)(F)F.CC(C)c1cc(C(C)C)c(-c2ccccc2P(C2CCCCC2)C2CCCCC2)c(C(C)C)c1.CN(C)C(=NC(C)(C)C)N(C)C.CCOC(=O)c1cc(C)no1. No catalyst specified. The product is COc1ccc(Nc2ccc(C)cc2)cc1. The yield is 0. (3) The reactants are FC(F)(F)c1ccc(I)cc1.Cc1ccc(N)cc1.O=S(=O)(O[Pd]1c2ccccc2-c2ccccc2N~1)C(F)(F)F.COc1ccc(OC)c(P(C(C)(C)C)C(C)(C)C)c1-c1c(C(C)C)cc(C(C)C)cc1C(C)C.CN(C)C(=NC(C)(C)C)N(C)C.CCOC(=O)c1cc(C)on1. No catalyst specified. The product is Cc1ccc(Nc2ccc(C(F)(F)F)cc2)cc1. The yield is 0.476. (4) The reactants are COc1ccc(Br)cc1.Cc1ccc(N)cc1.O=S(=O)(O[Pd]1c2ccccc2-c2ccccc2N~1)C(F)(F)F.COc1ccc(OC)c(P([C@]23C[C@H]4C[C@H](C[C@H](C4)C2)C3)[C@]23C[C@H]4C[C@H](C[C@H](C4)C2)C3)c1-c1c(C(C)C)cc(C(C)C)cc1C(C)C.CN(C)C(=NC(C)(C)C)N(C)C.c1ccc(-c2cnoc2)cc1. No catalyst specified. The product is COc1ccc(Nc2ccc(C)cc2)cc1. The yield is 0.151. (5) The reactants are Brc1ccccn1.Cc1ccc(N)cc1.O=S(=O)(O[Pd]1c2ccccc2-c2ccccc2N~1)C(F)(F)F.COc1ccc(OC)c(P(C(C)(C)C)C(C)(C)C)c1-c1c(C(C)C)cc(C(C)C)cc1C(C)C.CN(C)C(=NC(C)(C)C)N(C)C.CCOC(=O)c1cc(C)no1. No catalyst specified. The product is Cc1ccc(Nc2ccccn2)cc1. The yield is 0.748. (6) The reactants are Ic1ccccn1.Cc1ccc(N)cc1.O=S(=O)(O[Pd]1c2ccccc2-c2ccccc2N~1)C(F)(F)F.COc1ccc(OC)c(P(C(C)(C)C)C(C)(C)C)c1-c1c(C(C)C)cc(C(C)C)cc1C(C)C.CCN=P(N=P(N(C)C)(N(C)C)N(C)C)(N(C)C)N(C)C.CCOC(=O)c1cc(OC)no1. No catalyst specified. The product is Cc1ccc(Nc2ccccn2)cc1. The yield is 0.783.